From a dataset of Full USPTO retrosynthesis dataset with 1.9M reactions from patents (1976-2016). Predict the reactants needed to synthesize the given product. (1) Given the product [ClH:35].[F:1][CH:2]1[CH2:6][NH:5][CH:4]([C:14]([NH:15][CH2:16][C:17]2[CH:22]=[C:21]([C:23]3[CH:24]=[N:25][C:26]([C:29]([F:32])([F:31])[F:30])=[CH:27][CH:28]=3)[C:20]([CH3:33])=[CH:19][N:18]=2)=[O:34])[CH2:3]1, predict the reactants needed to synthesize it. The reactants are: [F:1][C@H:2]1[CH2:6][N:5](C(OC(C)(C)C)=O)[C@H:4]([C:14](=[O:34])[NH:15][CH2:16][C:17]2[CH:22]=[C:21]([C:23]3[CH:24]=[N:25][C:26]([C:29]([F:32])([F:31])[F:30])=[CH:27][CH:28]=3)[C:20]([CH3:33])=[CH:19][N:18]=2)[CH2:3]1.[ClH:35]. (2) The reactants are: C[Si]([N-][Si](C)(C)C)(C)C.[Li+].C1(C)C=CC=CC=1.[OH:18][C@@:19]1([C:47]([F:50])([F:49])[F:48])[CH2:35][C:24]2[N:25]([CH3:34])[N:26]=[C:27]([C:28]3[CH:33]=[CH:32][CH:31]=[CH:30][N:29]=3)[C:23]=2[C@@H:22]([C:36]2[CH:45]=[CH:44][C:39]([C:40]([O:42]C)=O)=[CH:38][C:37]=2[CH3:46])[CH2:21][CH2:20]1.[CH3:51][C:52]1[C:57]([NH2:58])=[CH:56][CH:55]=[CH:54][N:53]=1. Given the product [OH:18][C@@:19]1([C:47]([F:49])([F:48])[F:50])[CH2:35][C:24]2[N:25]([CH3:34])[N:26]=[C:27]([C:28]3[CH:33]=[CH:32][CH:31]=[CH:30][N:29]=3)[C:23]=2[C@@H:22]([C:36]2[CH:45]=[CH:44][C:39]([C:40]([NH:58][C:57]3[C:52]([CH3:51])=[N:53][CH:54]=[CH:55][CH:56]=3)=[O:42])=[CH:38][C:37]=2[CH3:46])[CH2:21][CH2:20]1, predict the reactants needed to synthesize it.